Task: Predict which catalyst facilitates the given reaction.. Dataset: Catalyst prediction with 721,799 reactions and 888 catalyst types from USPTO (1) Reactant: C([N:4](CC=C)[C@@H:5]([C:7]1[CH:12]=[CH:11][C:10]([C:13]([OH:16])([CH3:15])[CH3:14])=[CH:9][CH:8]=1)[CH3:6])C=C.[NH4+].[OH-]. Product: [NH2:4][C@@H:5]([C:7]1[CH:12]=[CH:11][C:10]([C:13]([OH:16])([CH3:15])[CH3:14])=[CH:9][CH:8]=1)[CH3:6]. The catalyst class is: 532. (2) Reactant: [N:1]([CH:4]1[CH:8]([OH:9])[CH2:7][N:6]([C:10]([O:12][C:13]([CH3:16])([CH3:15])[CH3:14])=[O:11])[CH2:5]1)=[N+]=[N-]. Product: [NH2:1][CH:4]1[CH:8]([OH:9])[CH2:7][N:6]([C:10]([O:12][C:13]([CH3:16])([CH3:15])[CH3:14])=[O:11])[CH2:5]1. The catalyst class is: 43. (3) Reactant: [N+:1]([C:4]1[CH:9]=[CH:8][C:7](/[CH:10]=[CH:11]/[C:12]2[N:13]=[C:14]([NH:17][C:18](=[O:27])[O:19][CH2:20][C:21]3[CH:26]=[CH:25][CH:24]=[CH:23][CH:22]=3)[S:15][CH:16]=2)=[CH:6][CH:5]=1)([O-])=O. Product: [NH2:1][C:4]1[CH:9]=[CH:8][C:7]([CH2:10][CH2:11][C:12]2[N:13]=[C:14]([NH:17][C:18](=[O:27])[O:19][CH2:20][C:21]3[CH:22]=[CH:23][CH:24]=[CH:25][CH:26]=3)[S:15][CH:16]=2)=[CH:6][CH:5]=1. The catalyst class is: 43. (4) Reactant: [CH3:1][C:2]1[N:10]=[C:9]2[C:5]([NH:6][CH:7]=[N:8]2)=[C:4](Cl)[N:3]=1.[CH3:12][O:13][C:14]1[CH:19]=[CH:18][CH:17]=[C:16]([NH2:20])[CH:15]=1.C(N(CC)CC)C. Product: [CH3:1][C:2]1[N:10]=[C:9]2[C:5]([NH:6][CH:7]=[N:8]2)=[C:4]([NH:20][C:16]2[CH:17]=[CH:18][CH:19]=[C:14]([O:13][CH3:12])[CH:15]=2)[N:3]=1. The catalyst class is: 51. (5) Reactant: C(OC([NH:8][C:9]1[CH:14]=[CH:13][C:12]([S:15][C:16]2[CH:24]=[CH:23][C:19]([C:20]([OH:22])=[O:21])=[CH:18][C:17]=2[NH:25][C:26]2[C:27]3[CH:35]=[C:34]([F:36])[C:33]([CH:37]([CH3:39])[CH3:38])=[N:32][C:28]=3[N:29]=[CH:30][N:31]=2)=[CH:11][CH:10]=1)=O)(C)(C)C.FC(F)(F)C(O)=O. Product: [NH2:8][C:9]1[CH:14]=[CH:13][C:12]([S:15][C:16]2[CH:24]=[CH:23][C:19]([C:20]([OH:22])=[O:21])=[CH:18][C:17]=2[NH:25][C:26]2[C:27]3[CH:35]=[C:34]([F:36])[C:33]([CH:37]([CH3:39])[CH3:38])=[N:32][C:28]=3[N:29]=[CH:30][N:31]=2)=[CH:11][CH:10]=1. The catalyst class is: 2.